The task is: Predict the product of the given reaction.. This data is from Forward reaction prediction with 1.9M reactions from USPTO patents (1976-2016). (1) Given the reactants Br[C:2]1[CH:3]=[CH:4][C:5]2[NH:6][C:7]3[C:12]([C:13]=2[CH:14]=1)=[CH:11][CH:10]=[CH:9][CH:8]=3.C1([N:21]2[C:33]3[CH:32]=[CH:31][C:30](B4OC(C)(C)C(C)(C)O4)=[CH:29][C:28]=3[C:27]3[C:22]2=[CH:23][CH:24]=[CH:25][CH:26]=3)C=CC=CC=1.C([O-])([O-])=O.[Na+].[Na+].[CH3:49][CH2:50]O, predict the reaction product. The product is: [C:50]1([N:6]2[C:5]3[CH:4]=[CH:3][C:2]([C:30]4[CH:31]=[CH:32][C:33]5[NH:21][C:22]6[C:27]([C:28]=5[CH:29]=4)=[CH:26][CH:25]=[CH:24][CH:23]=6)=[CH:14][C:13]=3[C:12]3[C:7]2=[CH:8][CH:9]=[CH:10][CH:11]=3)[CH:49]=[CH:13][CH:14]=[CH:2][CH:3]=1. (2) Given the reactants F[C:2]1[CH:7]=[CH:6][C:5]([C:8]2[O:12][N:11]=[C:10]([C:13]3[CH:18]=[CH:17][C:16]([O:19][C@H:20]4[CH2:24][CH2:23][O:22][CH2:21]4)=[C:15]([C:25]([F:28])([F:27])[F:26])[CH:14]=3)[N:9]=2)=[CH:4][CH:3]=1.[NH2:29][C@H:30]1[CH2:34][CH2:33][C@@H:32]([C:35]([OH:37])=[O:36])[CH2:31]1.C(=O)([O-])[O-].[K+].[K+].CN(C=O)C, predict the reaction product. The product is: [O:22]1[CH2:23][CH2:24][C@H:20]([O:19][C:16]2[CH:17]=[CH:18][C:13]([C:10]3[N:9]=[C:8]([C:5]4[CH:4]=[CH:3][C:2]([NH:29][C@H:30]5[CH2:34][CH2:33][C@@H:32]([C:35]([OH:37])=[O:36])[CH2:31]5)=[CH:7][CH:6]=4)[O:12][N:11]=3)=[CH:14][C:15]=2[C:25]([F:27])([F:26])[F:28])[CH2:21]1.